From a dataset of Catalyst prediction with 721,799 reactions and 888 catalyst types from USPTO. Predict which catalyst facilitates the given reaction. (1) Reactant: Cl[C:2]1[N:7]=[C:6]([C:8]2[CH:13]=[CH:12][C:11]([OH:14])=[C:10]([O:15][CH3:16])[CH:9]=2)[CH:5]=[N:4][CH:3]=1.[CH3:17][O:18][C:19]([C:21]1[CH:22]=[C:23](B(O)O)[CH:24]=[CH:25][CH:26]=1)=[O:20].C1(P(C2C=CC=CC=2)C2C=CC=CC=2)C=CC=CC=1.C(=O)([O-])[O-].[Na+].[Na+]. Product: [CH3:17][O:18][C:19](=[O:20])[C:21]1[CH:22]=[CH:23][CH:24]=[C:25]([C:2]2[CH:3]=[N:4][CH:5]=[C:6]([C:8]3[CH:13]=[CH:12][C:11]([OH:14])=[C:10]([O:15][CH3:16])[CH:9]=3)[N:7]=2)[CH:26]=1. The catalyst class is: 160. (2) Reactant: [C:1]([NH:4][C:5]1[S:6][C:7]([CH2:15][C:16]2[CH:21]=[CH:20][C:19]([S:22][CH3:23])=[CH:18][CH:17]=2)=[C:8]([C:10](OCC)=[O:11])[N:9]=1)(=[O:3])[CH3:2].[BH4-].[Li+]. Product: [CH:10]([C:8]1[N:9]=[C:5]([NH:4][C:1](=[O:3])[CH3:2])[S:6][C:7]=1[CH2:15][C:16]1[CH:21]=[CH:20][C:19]([S:22][CH3:23])=[CH:18][CH:17]=1)=[O:11]. The catalyst class is: 1. (3) Reactant: C(=O)([O-])[O-].[K+].[K+].[C:7]([O:11][C:12](=[O:21])[NH:13][CH2:14][CH:15]1[CH2:20][CH2:19][NH:18][CH2:17][CH2:16]1)([CH3:10])([CH3:9])[CH3:8].Br[C:23]1[CH:28]=[CH:27][C:26]([C:29]([F:32])([F:31])[F:30])=[CH:25][N:24]=1. Product: [C:7]([O:11][C:12](=[O:21])[NH:13][CH2:14][CH:15]1[CH2:16][CH2:17][N:18]([C:23]2[CH:28]=[CH:27][C:26]([C:29]([F:32])([F:31])[F:30])=[CH:25][N:24]=2)[CH2:19][CH2:20]1)([CH3:10])([CH3:8])[CH3:9]. The catalyst class is: 5. (4) Reactant: [CH:1]1([CH2:4][NH:5][C:6]([NH:8][C:9]2[CH:14]=[CH:13][C:12]([O:15][CH:16]3[CH2:21][CH2:20][NH:19][CH2:18][CH2:17]3)=[CH:11][CH:10]=2)=[O:7])[CH2:3][CH2:2]1.[F:22][C:23]([F:40])([F:39])[C:24]([C:30]1[CH:38]=[CH:37][C:33]([C:34](O)=[O:35])=[CH:32][CH:31]=1)([OH:29])[C:25]([F:28])([F:27])[F:26].C(N(CC)CC)C.CCCP1(OP(CCC)(=O)OP(CCC)(=O)O1)=O. Product: [CH:1]1([CH2:4][NH:5][C:6]([NH:8][C:9]2[CH:14]=[CH:13][C:12]([O:15][CH:16]3[CH2:21][CH2:20][N:19]([C:34](=[O:35])[C:33]4[CH:32]=[CH:31][C:30]([C:24]([OH:29])([C:23]([F:22])([F:39])[F:40])[C:25]([F:26])([F:27])[F:28])=[CH:38][CH:37]=4)[CH2:18][CH2:17]3)=[CH:11][CH:10]=2)=[O:7])[CH2:2][CH2:3]1. The catalyst class is: 4. (5) Reactant: [Cl:1][C:2]1[CH:7]=[CH:6][C:5]([C:8]([CH:13](C(OC)=O)[C:14]([O:16][CH3:17])=[O:15])([CH:10]([CH3:12])[CH3:11])[CH3:9])=[CH:4][CH:3]=1.[Cl-].[Li+].O.C(OCC)C. The catalyst class is: 16. Product: [Cl:1][C:2]1[CH:3]=[CH:4][C:5]([C:8]([CH3:9])([CH:10]([CH3:11])[CH3:12])[CH2:13][C:14]([O:16][CH3:17])=[O:15])=[CH:6][CH:7]=1. (6) Reactant: [N:1]1([C:5]([C:7]2[CH:12]=[CH:11][C:10]([O:13][C:14]3[CH:15]=[C:16]([CH:26]=[C:27]([OH:29])[CH:28]=3)[C:17]([NH:19][C:20]3[CH:24]=[CH:23][N:22]([CH3:25])[N:21]=3)=[O:18])=[C:9]([Cl:30])[CH:8]=2)=[O:6])[CH2:4][CH2:3][CH2:2]1.[O:31]1[C@H:33]([CH2:34][CH3:35])[CH2:32]1.C(=O)([O-])[O-].[K+].[K+]. Product: [N:1]1([C:5]([C:7]2[CH:12]=[CH:11][C:10]([O:13][C:14]3[CH:15]=[C:16]([CH:26]=[C:27]([O:29][CH2:32][C@H:33]([OH:31])[CH2:34][CH3:35])[CH:28]=3)[C:17]([NH:19][C:20]3[CH:24]=[CH:23][N:22]([CH3:25])[N:21]=3)=[O:18])=[C:9]([Cl:30])[CH:8]=2)=[O:6])[CH2:2][CH2:3][CH2:4]1. The catalyst class is: 10. (7) Reactant: B(Cl)([C@@H]1[C@@H](C)[C@H]2C(C)(C)[C@@H](C2)C1)[C@@H]1[C@@H](C)[C@@H]2C(C)(C)[C@@H](C2)C1.[C:23]1([CH2:29][C:30]([C:32]2[S:33][CH:34]=[CH:35][N:36]=2)=[O:31])[CH:28]=[CH:27][CH:26]=[CH:25][CH:24]=1.[OH-].[Na+].OO. Product: [C:23]1([CH2:29][C@H:30]([C:32]2[S:33][CH:34]=[CH:35][N:36]=2)[OH:31])[CH:28]=[CH:27][CH:26]=[CH:25][CH:24]=1. The catalyst class is: 280. (8) Reactant: [C:1]([NH2:9])(=[O:8])[C:2]1[CH:7]=[CH:6][CH:5]=[N:4][CH:3]=1.[Cl:10][O-].[Na+].[OH-].[Na+]. Product: [Cl:10][NH:9][C:1](=[O:8])[C:2]1[CH:7]=[CH:6][CH:5]=[N:4][CH:3]=1. The catalyst class is: 6. (9) Reactant: [CH2:1]([O:3][C:4]([C:6]1([C:9]2[CH:14]=[CH:13][C:12]([C:15]3[CH:20]=[CH:19][C:18]([C:21]4[S:22][C:23]([Cl:29])=[CH:24][C:25]=4C(=O)N)=[CH:17][CH:16]=3)=[CH:11][CH:10]=2)[CH2:8][CH2:7]1)=[O:5])[CH3:2].[F:30][C:31]1[CH:36]=[CH:35][CH:34]=[CH:33][C:32]=1[C@H:37]([OH:39])[CH3:38].[N:40]1[CH:45]=CC=CC=1.FC(F)(F)C(OI(C1C=CC=CC=1)OC(=O)C(F)(F)F)=[O:49]. Product: [CH2:1]([O:3][C:4]([C:6]1([C:9]2[CH:10]=[CH:11][C:12]([C:15]3[CH:16]=[CH:17][C:18]([C:21]4[S:22][C:23]([Cl:29])=[CH:24][C:25]=4[NH:40][C:45]([O:39][C@@H:37]([C:32]4[CH:33]=[CH:34][CH:35]=[CH:36][C:31]=4[F:30])[CH3:38])=[O:49])=[CH:19][CH:20]=3)=[CH:13][CH:14]=2)[CH2:8][CH2:7]1)=[O:5])[CH3:2]. The catalyst class is: 11. (10) Reactant: [N+:1]([C:4]1[CH:9]=[C:8]([N+:10]([O-])=O)[CH:7]=[CH:6][C:5]=1[C:13]([OH:22])([C:18]([F:21])([F:20])[F:19])[C:14](OC)=[O:15])([O-])=O.Cl. Product: [NH2:10][C:8]1[CH:9]=[C:4]2[C:5]([C:13]([OH:22])([C:18]([F:21])([F:20])[F:19])[C:14](=[O:15])[NH:1]2)=[CH:6][CH:7]=1. The catalyst class is: 78.